Dataset: NCI-60 drug combinations with 297,098 pairs across 59 cell lines. Task: Regression. Given two drug SMILES strings and cell line genomic features, predict the synergy score measuring deviation from expected non-interaction effect. (1) Synergy scores: CSS=26.5, Synergy_ZIP=1.35, Synergy_Bliss=2.85, Synergy_Loewe=-17.0, Synergy_HSA=3.92. Drug 2: CC12CCC3C(C1CCC2O)C(CC4=C3C=CC(=C4)O)CCCCCCCCCS(=O)CCCC(C(F)(F)F)(F)F. Cell line: HCT116. Drug 1: CC1C(C(CC(O1)OC2CC(CC3=C2C(=C4C(=C3O)C(=O)C5=C(C4=O)C(=CC=C5)OC)O)(C(=O)C)O)N)O.Cl. (2) Drug 1: C1=CC(=CC=C1CCC2=CNC3=C2C(=O)NC(=N3)N)C(=O)NC(CCC(=O)O)C(=O)O. Drug 2: CC1OCC2C(O1)C(C(C(O2)OC3C4COC(=O)C4C(C5=CC6=C(C=C35)OCO6)C7=CC(=C(C(=C7)OC)O)OC)O)O. Cell line: HT29. Synergy scores: CSS=52.0, Synergy_ZIP=2.15, Synergy_Bliss=1.83, Synergy_Loewe=2.80, Synergy_HSA=8.55. (3) Drug 1: CC1=C(C(CCC1)(C)C)C=CC(=CC=CC(=CC(=O)O)C)C. Drug 2: B(C(CC(C)C)NC(=O)C(CC1=CC=CC=C1)NC(=O)C2=NC=CN=C2)(O)O. Cell line: SNB-19. Synergy scores: CSS=35.8, Synergy_ZIP=-0.925, Synergy_Bliss=-0.999, Synergy_Loewe=-42.4, Synergy_HSA=-1.21. (4) Synergy scores: CSS=14.9, Synergy_ZIP=-2.44, Synergy_Bliss=-0.0429, Synergy_Loewe=1.38, Synergy_HSA=2.28. Cell line: U251. Drug 2: CN1CCC(CC1)COC2=C(C=C3C(=C2)N=CN=C3NC4=C(C=C(C=C4)Br)F)OC. Drug 1: CC1=C(C=C(C=C1)NC2=NC=CC(=N2)N(C)C3=CC4=NN(C(=C4C=C3)C)C)S(=O)(=O)N.Cl. (5) Drug 1: C(=O)(N)NO. Cell line: MDA-MB-435. Drug 2: B(C(CC(C)C)NC(=O)C(CC1=CC=CC=C1)NC(=O)C2=NC=CN=C2)(O)O. Synergy scores: CSS=55.8, Synergy_ZIP=5.95, Synergy_Bliss=-1.22, Synergy_Loewe=-63.6, Synergy_HSA=-2.64. (6) Drug 1: CNC(=O)C1=CC=CC=C1SC2=CC3=C(C=C2)C(=NN3)C=CC4=CC=CC=N4. Drug 2: CC1=C(C=C(C=C1)C(=O)NC2=CC(=CC(=C2)C(F)(F)F)N3C=C(N=C3)C)NC4=NC=CC(=N4)C5=CN=CC=C5. Cell line: SF-295. Synergy scores: CSS=10.6, Synergy_ZIP=-2.68, Synergy_Bliss=-0.562, Synergy_Loewe=1.31, Synergy_HSA=1.03.